From a dataset of Full USPTO retrosynthesis dataset with 1.9M reactions from patents (1976-2016). Predict the reactants needed to synthesize the given product. (1) Given the product [CH2:24]([O:23][C:8]1[CH:7]=[C:6]2[C:11]([C:12]([C:13]([O:15][CH3:16])=[O:14])=[C:3]([CH2:2][N:36]3[CH2:41][CH2:40][CH:39]([N:42]4[CH2:47][CH2:46][O:45][CH2:44][CH2:43]4)[CH2:38][CH2:37]3)[C:4]([C:26]3[CH:31]=[CH:30][CH:29]=[C:28]([C:32]([F:35])([F:34])[F:33])[CH:27]=3)=[N:5]2)=[CH:10][C:9]=1[S:17]([CH:20]([CH3:22])[CH3:21])(=[O:19])=[O:18])[CH3:25], predict the reactants needed to synthesize it. The reactants are: Br[CH2:2][C:3]1[C:4]([C:26]2[CH:31]=[CH:30][CH:29]=[C:28]([C:32]([F:35])([F:34])[F:33])[CH:27]=2)=[N:5][C:6]2[C:11]([C:12]=1[C:13]([O:15][CH3:16])=[O:14])=[CH:10][C:9]([S:17]([CH:20]([CH3:22])[CH3:21])(=[O:19])=[O:18])=[C:8]([O:23][CH2:24][CH3:25])[CH:7]=2.[NH:36]1[CH2:41][CH2:40][CH:39]([N:42]2[CH2:47][CH2:46][O:45][CH2:44][CH2:43]2)[CH2:38][CH2:37]1.C(N(CC)C(C)C)(C)C. (2) Given the product [C:28]([O:31][CH2:32][CH2:33][NH:34][C:35]([C@H:37]1[N:38]([CH2:20][C:13]2[NH:12][C:11]([C:22]3[S:23][CH:24]=[CH:25][N:26]=3)=[N:10][CH:9]([C:3]3[CH:4]=[CH:5][C:6]([F:8])=[CH:7][C:2]=3[Br:1])[C:14]=2[C:15]([O:17][CH2:18][CH3:19])=[O:16])[CH2:39][CH2:40][O:41][CH2:42]1)=[O:36])(=[O:30])[CH3:29], predict the reactants needed to synthesize it. The reactants are: [Br:1][C:2]1[CH:7]=[C:6]([F:8])[CH:5]=[CH:4][C:3]=1[CH:9]1[C:14]([C:15]([O:17][CH2:18][CH3:19])=[O:16])=[C:13]([CH2:20]Br)[NH:12][C:11]([C:22]2[S:23][CH:24]=[CH:25][N:26]=2)=[N:10]1.Cl.[C:28]([O:31][CH2:32][CH2:33][NH:34][C:35]([C@@H:37]1[CH2:42][O:41][CH2:40][CH2:39][NH:38]1)=[O:36])(=[O:30])[CH3:29]. (3) Given the product [Cl:27][C:24]1[CH:25]=[CH:26][C:21]([CH2:20][CH:16]([C:17](=[O:19])[CH3:18])[C:15]([NH:1][C:2]2[CH:3]=[C:4]([OH:9])[CH:5]=[CH:6][C:7]=2[F:8])=[O:29])=[C:22]([F:28])[CH:23]=1, predict the reactants needed to synthesize it. The reactants are: [NH2:1][C:2]1[CH:3]=[C:4]([OH:9])[CH:5]=[CH:6][C:7]=1[F:8].C(S[C:15](=[O:29])[CH:16]([CH2:20][C:21]1[CH:26]=[CH:25][C:24]([Cl:27])=[CH:23][C:22]=1[F:28])[C:17](=[O:19])[CH3:18])(C)(C)C.